Dataset: Full USPTO retrosynthesis dataset with 1.9M reactions from patents (1976-2016). Task: Predict the reactants needed to synthesize the given product. (1) Given the product [Cl:19][C:20]1[N:27]=[C:26]([C:6]2[CH:7]=[CH:8][CH:9]=[C:4]([N+:1]([O-:3])=[O:2])[CH:5]=2)[CH:25]=[CH:24][C:21]=1[C:22]#[N:23], predict the reactants needed to synthesize it. The reactants are: [N+:1]([C:4]1[CH:5]=[C:6](B(O)O)[CH:7]=[CH:8][CH:9]=1)([O-:3])=[O:2].C([O-])([O-])=O.[Cs+].[Cs+].[Cl:19][C:20]1[N:27]=[C:26](Cl)[CH:25]=[CH:24][C:21]=1[C:22]#[N:23].C(Cl)Cl. (2) Given the product [Cl:18][C:15]1[CH:16]=[CH:17][C:12]([CH:9]2[CH2:10][CH2:11][CH:6]([C:4](=[O:5])[CH2:8][CH2:7][CH:6]=[CH2:4])[CH2:7][CH2:8]2)=[CH:13][CH:14]=1, predict the reactants needed to synthesize it. The reactants are: CON(C)[C:4]([CH:6]1[CH2:11][CH2:10][CH:9]([C:12]2[CH:17]=[CH:16][C:15]([Cl:18])=[CH:14][CH:13]=2)[CH2:8][CH2:7]1)=[O:5].[Br-].O.Cl.